This data is from Reaction yield outcomes from USPTO patents with 853,638 reactions. The task is: Predict the reaction yield, written as a fraction of the theoretical maximum amount of product (1.0 means a 100% yield; for example, 0.34 means a 34% yield). (1) The reactants are S([O-])([O-])(=O)=O.[Mg+2].[CH:7](=O)[C:8]1[CH:13]=[CH:12][CH:11]=[CH:10][CH:9]=1.Cl.[NH2:16][C@H:17]([C:19]([O:21][CH:22]([CH3:24])[CH3:23])=[O:20])[CH3:18].C(N(CC)CC)C. The catalyst is C(Cl)Cl. The product is [CH:7](=[N:16][C@H:17]([C:19]([O:21][CH:22]([CH3:24])[CH3:23])=[O:20])[CH3:18])[C:8]1[CH:13]=[CH:12][CH:11]=[CH:10][CH:9]=1. The yield is 0.760. (2) The reactants are [CH2:1]([O:3][C:4](=[O:26])[C:5](=[CH:11][N:12]([CH3:25])[C:13]1[S:14][CH:15]=[CH:16][C:17]=1[C:18]([O:20][C:21]([CH3:24])([CH3:23])[CH3:22])=[O:19])[C:6]([O:8][CH2:9][CH3:10])=[O:7])[CH3:2].[Cl-].[CH2:28]=[N+:29]1[CH2:34][CH2:33][O:32][CH2:31][CH2:30]1.C(=O)([O-])[O-].[Na+].[Na+]. The catalyst is C(#N)C. The product is [CH2:9]([O:8][C:6](=[O:7])[C:5](=[CH:11][N:12]([CH3:25])[C:13]1[S:14][C:15]([CH2:28][N:29]2[CH2:34][CH2:33][O:32][CH2:31][CH2:30]2)=[CH:16][C:17]=1[C:18]([O:20][C:21]([CH3:24])([CH3:23])[CH3:22])=[O:19])[C:4]([O:3][CH2:1][CH3:2])=[O:26])[CH3:10]. The yield is 0.960. (3) The catalyst is C([O-])(=O)C.[Pd+2].C([O-])(=O)C.C(P(C(C)(C)C)C1C=CC=CC=1C1C=CC=CC=1)(C)(C)C.C1COCC1. The product is [CH3:20][C:14]1[CH:15]=[CH:16][C:17]([CH3:19])=[CH:18][C:13]=1[C:1]1[CH:6]=[CH:5][CH:4]=[CH:3][CH:2]=1. The yield is 0.820. The reactants are [C:1]1(B(O)O)[CH:6]=[CH:5][CH:4]=[CH:3][CH:2]=1.[F-].[K+].Br[C:13]1[CH:18]=[C:17]([CH3:19])[CH:16]=[CH:15][C:14]=1[CH3:20].